This data is from Full USPTO retrosynthesis dataset with 1.9M reactions from patents (1976-2016). The task is: Predict the reactants needed to synthesize the given product. (1) Given the product [I:1][C:2]1[CH:3]=[CH:4][C:5]([N:8]2[CH2:21][CH2:20][C:11]3[N:12]([CH2:30][CH2:29][C:26]4[CH:25]=[N:24][C:23]([CH3:22])=[CH:28][CH:27]=4)[C:13]4[CH:14]=[CH:15][C:16]([CH3:19])=[CH:17][C:18]=4[C:10]=3[CH2:9]2)=[CH:6][CH:7]=1, predict the reactants needed to synthesize it. The reactants are: [I:1][C:2]1[CH:7]=[CH:6][C:5]([N:8]2[CH2:21][CH2:20][C:11]3[NH:12][C:13]4[CH:14]=[CH:15][C:16]([CH3:19])=[CH:17][C:18]=4[C:10]=3[CH2:9]2)=[CH:4][CH:3]=1.[CH3:22][C:23]1[CH:28]=[CH:27][C:26]([CH:29]=[CH2:30])=[CH:25][N:24]=1.[OH-].[K+]. (2) Given the product [O:8]1[C:5]2=[N:6][CH:7]=[C:2]([C:23]3[S:24][C:20]([CH:18]=[O:19])=[CH:21][CH:22]=3)[CH:3]=[C:4]2[CH2:10][C@:9]21[CH2:15][N:14]1[CH2:16][CH2:17][CH:11]2[CH2:12][CH2:13]1, predict the reactants needed to synthesize it. The reactants are: Br[C:2]1[CH:3]=[C:4]2[CH2:10][C@@:9]3([CH2:15][N:14]4[CH2:16][CH2:17][CH:11]3[CH2:12][CH2:13]4)[O:8][C:5]2=[N:6][CH:7]=1.[CH:18]([C:20]1[S:24][C:23](B(O)O)=[CH:22][CH:21]=1)=[O:19].C([O-])([O-])=O.[Na+].[Na+].N#N.